From a dataset of Reaction yield outcomes from USPTO patents with 853,638 reactions. Predict the reaction yield, written as a fraction of the theoretical maximum amount of product (1.0 means a 100% yield; for example, 0.34 means a 34% yield). (1) The yield is 0.360. The reactants are [C:1]([O:5][C:6](=[O:20])[N:7]([CH:17]1[CH2:19][CH2:18]1)[CH2:8][C:9]1[CH:14]=[CH:13][C:12]([C:15]#[CH:16])=[CH:11][CH:10]=1)([CH3:4])([CH3:3])[CH3:2].Br[C:22](Br)=[CH:23][C:24]1[CH:33]=[CH:32][C:27]([C:28]([O:30][CH3:31])=[O:29])=[CH:26][CH:25]=1. The product is [CH3:31][O:30][C:28](=[O:29])[C:27]1[CH:32]=[CH:33][C:24]([C:23]#[C:22][C:16]#[C:15][C:12]2[CH:11]=[CH:10][C:9]([CH2:8][N:7]([C:6]([O:5][C:1]([CH3:4])([CH3:2])[CH3:3])=[O:20])[CH:17]3[CH2:19][CH2:18]3)=[CH:14][CH:13]=2)=[CH:25][CH:26]=1. No catalyst specified. (2) The reactants are [I:1][C:2]1[C:3]([C:16](=[O:18])[CH3:17])=[N:4][N:5]([CH2:7][C:8]2[CH:13]=[CH:12][C:11]([O:14][CH3:15])=[CH:10][CH:9]=2)[CH:6]=1.[BH4-].[Na+]. The catalyst is CO. The product is [I:1][C:2]1[C:3]([CH:16]([OH:18])[CH3:17])=[N:4][N:5]([CH2:7][C:8]2[CH:9]=[CH:10][C:11]([O:14][CH3:15])=[CH:12][CH:13]=2)[CH:6]=1. The yield is 0.980.